Dataset: Forward reaction prediction with 1.9M reactions from USPTO patents (1976-2016). Task: Predict the product of the given reaction. Given the reactants [Cl:1][C:2]1[C:11]2[C:6](=[CH:7][C:8]([CH2:12]O)=[CH:9][CH:10]=2)[CH:5]=[C:4]([Cl:14])[N:3]=1.[C:15]1(=[O:25])[C:23]2[C:18](=[CH:19][CH:20]=[CH:21][CH:22]=2)[C:17](=[O:24])[NH:16]1.C1(P(C2C=CC=CC=2)C2C=CC=CC=2)C=CC=CC=1.CCOC(/N=N/C(OCC)=O)=O, predict the reaction product. The product is: [Cl:1][C:2]1[C:11]2[C:6](=[CH:7][C:8]([CH2:12][N:16]3[C:17](=[O:24])[C:18]4[C:23](=[CH:22][CH:21]=[CH:20][CH:19]=4)[C:15]3=[O:25])=[CH:9][CH:10]=2)[CH:5]=[C:4]([Cl:14])[N:3]=1.